This data is from Catalyst prediction with 721,799 reactions and 888 catalyst types from USPTO. The task is: Predict which catalyst facilitates the given reaction. (1) Reactant: [NH2:1][C:2]1[C:7]([C:8]([NH2:10])=[O:9])=[CH:6][N:5]=[C:4]([C:11]2[C:19]3[C:14](=[N:15][CH:16]=[CH:17][CH:18]=3)[N:13]([CH2:20][C:21]3[CH:26]=[CH:25][CH:24]=[CH:23][C:22]=3[F:27])[N:12]=2)[N:3]=1.[H-].[Na+].[C:30](N1C=CN=C1)(N1C=CN=C1)=[O:31].O. Product: [F:27][C:22]1[CH:23]=[CH:24][CH:25]=[CH:26][C:21]=1[CH2:20][N:13]1[C:14]2=[N:15][CH:16]=[CH:17][CH:18]=[C:19]2[C:11]([C:4]2[N:3]=[C:2]3[NH:1][C:30](=[O:31])[NH:10][C:8](=[O:9])[C:7]3=[CH:6][N:5]=2)=[N:12]1. The catalyst class is: 1. (2) The catalyst class is: 53. Reactant: C(OOC(=O)C1C=CC=CC=1)(=O)C1C=CC=CC=1.[N:19]1[CH:24]=[CH:23][CH:22]=[CH:21][C:20]=1[CH2:25][C:26]([O:28][CH3:29])=[O:27].[Br:30]N1C(=O)CCC1=O. Product: [Br:30][CH:25]([C:20]1[CH:21]=[CH:22][CH:23]=[CH:24][N:19]=1)[C:26]([O:28][CH3:29])=[O:27]. (3) Reactant: [CH2:1](Br)[CH3:2].[CH3:4][O:5][C:6]([N:8]1[CH:17]([C:18]([OH:20])=[O:19])[CH2:16][CH:15]2[CH:10]([CH2:11][CH2:12][C:13](=[O:21])[CH2:14]2)[CH2:9]1)=[O:7].C(N(CC)CC)C. Product: [CH2:1]([O:19][C:18]([CH:17]1[CH2:16][CH:15]2[CH:10]([CH2:11][CH2:12][C:13](=[O:21])[CH2:14]2)[CH2:9][N:8]1[C:6]([O:5][CH3:4])=[O:7])=[O:20])[CH3:2]. The catalyst class is: 10. (4) Reactant: [Cl:1][C:2]1[CH:3]=[C:4]([NH:12][CH:13]2[CH2:18][CH2:17][NH:16][CH2:15][CH2:14]2)[C:5]2[N:6]([C:8]([CH3:11])=[N:9][N:10]=2)[N:7]=1.[C:19](O)(=O)C.C=O.O. Product: [Cl:1][C:2]1[CH:3]=[C:4]([NH:12][CH:13]2[CH2:14][CH2:15][N:16]([CH3:19])[CH2:17][CH2:18]2)[C:5]2[N:6]([C:8]([CH3:11])=[N:9][N:10]=2)[N:7]=1. The catalyst class is: 1. (5) Reactant: [NH2:1][C:2]1[N:3]([CH3:22])[C:4](=[O:21])[C:5]([C:14]2[CH:19]=[CH:18][CH:17]=[C:16](Br)[CH:15]=2)([C:7]2[CH:12]=[CH:11][N:10]=[C:9]([Cl:13])[CH:8]=2)[N:6]=1.[CH3:23][S:24]([O:27][C:28]1[CH:33]=[C:32](B2OC(C)(C)C(C)(C)O2)[CH:31]=[C:30]([O:43][CH3:44])[CH:29]=1)(=[O:26])=[O:25].C(=O)([O-])[O-].[K+].[K+].O. Product: [ClH:13].[NH2:1][C:2]1[N:3]([CH3:22])[C:4](=[O:21])[C:5]([C:7]2[CH:12]=[CH:11][N:10]=[C:9]([Cl:13])[CH:8]=2)([C:14]2[CH:19]=[CH:18][CH:17]=[C:16]([C:32]3[CH:33]=[C:28]([O:27][S:24]([CH3:23])(=[O:26])=[O:25])[CH:29]=[C:30]([O:43][CH3:44])[CH:31]=3)[CH:15]=2)[N:6]=1. The catalyst class is: 7.